Predict the product of the given reaction. From a dataset of Forward reaction prediction with 1.9M reactions from USPTO patents (1976-2016). (1) Given the reactants Br[CH:2](Br)[C:3]1[C:12]2[O:11][C:10]([CH3:13])=[CH:9][C:8](=[O:14])[C:7]=2[C:6]([C:15]#[N:16])=[CH:5][CH:4]=1.C[N+]1([O-])CC[O:22]CC1, predict the reaction product. The product is: [CH:2]([C:3]1[C:12]2[O:11][C:10]([CH3:13])=[CH:9][C:8](=[O:14])[C:7]=2[C:6]([C:15]#[N:16])=[CH:5][CH:4]=1)=[O:22]. (2) Given the reactants Cl.Cl.[NH:3]1[CH2:8][CH2:7][CH2:6][CH:5]([NH:9][C:10]([NH:12][C:13]2[N:14]=[C:15]3[CH:21]=[CH:20][N:19]([CH2:22][O:23][CH2:24][CH2:25][Si:26]([CH3:29])([CH3:28])[CH3:27])[C:16]3=[N:17][CH:18]=2)=[O:11])[CH2:4]1.[CH:30]1([S:33](Cl)(=[O:35])=[O:34])[CH2:32][CH2:31]1, predict the reaction product. The product is: [CH:30]1([S:33]([N:3]2[CH2:8][CH2:7][CH2:6][CH:5]([NH:9][C:10]([NH:12][C:13]3[N:14]=[C:15]4[CH:21]=[CH:20][N:19]([CH2:22][O:23][CH2:24][CH2:25][Si:26]([CH3:29])([CH3:28])[CH3:27])[C:16]4=[N:17][CH:18]=3)=[O:11])[CH2:4]2)(=[O:35])=[O:34])[CH2:32][CH2:31]1. (3) Given the reactants C(OC([C:6]1[CH:7]=[C:8]([C:6]2[CH:11]=[CH:10][C:9](CSCCO[C:6]3[CH:11]=[CH:10][CH:9]=[CH:8][CH:7]=3)=[CH:8][CH:7]=2)[CH:9]=[CH:10][CH:11]=1)=O)C.[CH2:29]([O:31][C:32]([C:34]1[CH:35]=[C:36]([C:40]2[CH:45]=[CH:44][CH:43]=[C:42]([CH2:46][S:47][CH2:48][CH2:49][OH:50])[CH:41]=2)[CH:37]=[CH:38][CH:39]=1)=[O:33])[CH3:30].C1(O)C=CC=CC=1.C1(P(C2C=CC=CC=2)C2C=CC=CC=2)C=CC=CC=1, predict the reaction product. The product is: [CH2:29]([O:31][C:32]([C:34]1[CH:35]=[C:36]([C:40]2[CH:45]=[CH:44][CH:43]=[C:42]([CH2:46][S:47][CH2:48][CH2:49][O:50][C:6]3[CH:7]=[CH:8][CH:9]=[CH:10][CH:11]=3)[CH:41]=2)[CH:37]=[CH:38][CH:39]=1)=[O:33])[CH3:30]. (4) The product is: [NH:13]1[C:21]2[C:16](=[C:17]([C:22]3[N:23]=[C:24]([N:38]4[CH2:39][CH2:40][O:41][CH2:42][CH2:43]4)[C:25]4[S:30][C:29]([CH2:31][N:32]5[CH2:33][CH2:34][N:35]([C:3](=[O:5])[CH2:2][NH:1][C:6](=[O:7])[O:8][C:9]([CH3:12])([CH3:11])[CH3:10])[CH2:36][CH2:37]5)=[CH:28][C:26]=4[N:27]=3)[CH:18]=[CH:19][CH:20]=2)[CH:15]=[N:14]1. Given the reactants [NH:1]([C:6]([O:8][C:9]([CH3:12])([CH3:11])[CH3:10])=[O:7])[CH2:2][C:3]([OH:5])=O.[NH:13]1[C:21]2[C:16](=[C:17]([C:22]3[N:23]=[C:24]([N:38]4[CH2:43][CH2:42][O:41][CH2:40][CH2:39]4)[C:25]4[S:30][C:29]([CH2:31][N:32]5[CH2:37][CH2:36][NH:35][CH2:34][CH2:33]5)=[CH:28][C:26]=4[N:27]=3)[CH:18]=[CH:19][CH:20]=2)[CH:15]=[N:14]1.CN(C(ON1N=NC2C=CC=NC1=2)=[N+](C)C)C.F[P-](F)(F)(F)(F)F, predict the reaction product. (5) The product is: [O:19]1[CH2:20][CH2:21][CH2:22][CH2:23][CH:18]1[N:5]1[C:6]([B:9]2[O:13][C:12]([CH3:15])([CH3:14])[C:11]([CH3:17])([CH3:16])[O:10]2)=[CH:7][N:8]=[CH:4]1. Given the reactants [H][H].Cl[C:4]1[N:5]([CH:18]2[CH2:23][CH2:22][CH2:21][CH2:20][O:19]2)[C:6]([B:9]2[O:13][C:12]([CH3:15])([CH3:14])[C:11]([CH3:17])([CH3:16])[O:10]2)=[CH:7][N:8]=1, predict the reaction product.